From a dataset of Forward reaction prediction with 1.9M reactions from USPTO patents (1976-2016). Predict the product of the given reaction. (1) Given the reactants [N:1]1[S:5][N:4]=[C:3]2[C:6]([S:10]([NH:13][C:14]3[CH:22]=[C:21]([I:23])[CH:20]=[CH:19][C:15]=3[C:16](O)=[O:17])(=[O:12])=[O:11])=[CH:7][CH:8]=[CH:9][C:2]=12.Cl.[CH3:25][O:26][C:27](=[O:39])[C@@H:28]([NH2:38])[CH2:29][C:30]1[CH:35]=[CH:34][C:33]([Cl:36])=[C:32]([Br:37])[CH:31]=1, predict the reaction product. The product is: [CH3:25][O:26][C:27](=[O:39])[C@@H:28]([NH:38][C:16](=[O:17])[C:15]1[CH:19]=[CH:20][C:21]([I:23])=[CH:22][C:14]=1[NH:13][S:10]([C:6]1[C:3]2=[N:4][S:5][N:1]=[C:2]2[CH:9]=[CH:8][CH:7]=1)(=[O:12])=[O:11])[CH2:29][C:30]1[CH:35]=[CH:34][C:33]([Cl:36])=[C:32]([Br:37])[CH:31]=1. (2) Given the reactants C[C:2]1[CH:3]=[CH:4][CH:5]=[C:6]2[C:11]=1[C:10]([OH:12])=[CH:9][CH:8]=[CH:7]2.C[O:14][C:15]1C=C[CH:22]=[C:21]2[C:16]=1[CH2:17]CC[C:20]2=[O:25].[CH3:26][Mg]Br, predict the reaction product. The product is: [CH3:26][C:5]1[C:6]2[CH:7]=[CH:8][C:9]3[C:17]4[O:25][CH:20]=[C:21]([CH3:22])[C:16]=4[C:15](=[O:14])[O:12][C:10]=3[C:11]=2[CH:2]=[CH:3][CH:4]=1.